This data is from Forward reaction prediction with 1.9M reactions from USPTO patents (1976-2016). The task is: Predict the product of the given reaction. (1) Given the reactants C([Li])CCC.Br[C:7]1[S:11][C:10]([CH:12]2[O:16][CH2:15][CH2:14][O:13]2)=[CH:9][CH:8]=1.[CH3:17][C:18]1[S:22][C:21]([CH:23]=[O:24])=[CH:20][CH:19]=1.O, predict the reaction product. The product is: [O:13]1[CH2:14][CH2:15][O:16][CH:12]1[C:10]1[S:11][C:7]([CH:23]([C:21]2[S:22][C:18]([CH3:17])=[CH:19][CH:20]=2)[OH:24])=[CH:8][CH:9]=1. (2) Given the reactants [CH3:1][S:2]([OH:5])(=[O:4])=[O:3].[Si]([O:13][CH2:14][CH2:15][CH2:16][N:17]([C:40]#[N:41])[C:18]1[CH:23]=[CH:22][C:21]([N:24]2[CH2:28][C@H:27]([CH2:29][NH:30][C:31]([C:33]3[S:34][C:35]([Cl:38])=[CH:36][CH:37]=3)=[O:32])[O:26][C:25]2=[O:39])=[CH:20][CH:19]=1)(C(C)(C)C)(C)C, predict the reaction product. The product is: [CH3:1][S:2]([OH:5])(=[O:4])=[O:3].[Cl:38][C:35]1[S:34][C:33]([C:31]([NH:30][CH2:29][C@@H:27]2[O:26][C:25](=[O:39])[N:24]([C:21]3[CH:22]=[CH:23][C:18]([N:17]4[CH2:16][CH2:15][CH2:14][O:13][C:40]4=[NH:41])=[CH:19][CH:20]=3)[CH2:28]2)=[O:32])=[CH:37][CH:36]=1. (3) Given the reactants C([O:8][C:9]1[CH:10]=[CH:11][C:12]([C@@H:20]([O:36][Si:37]([C:40]([CH3:43])([CH3:42])[CH3:41])([CH3:39])[CH3:38])[CH2:21][NH:22][C@@H:23]([CH3:35])[CH2:24][C:25]2[CH:26]=[C:27]([CH2:31][C:32]([OH:34])=[O:33])[CH:28]=[CH:29][CH:30]=2)=[C:13]2[C:18]=1[NH:17][C:16](=[O:19])[CH:15]=[CH:14]2)C1C=CC=CC=1, predict the reaction product. The product is: [Si:37]([O:36][C@H:20]([C:12]1[CH:11]=[CH:10][C:9]([OH:8])=[C:18]2[C:13]=1[CH:14]=[CH:15][C:16](=[O:19])[NH:17]2)[CH2:21][NH:22][C@@H:23]([CH3:35])[CH2:24][C:25]1[CH:26]=[C:27]([CH2:31][C:32]([OH:34])=[O:33])[CH:28]=[CH:29][CH:30]=1)([C:40]([CH3:43])([CH3:41])[CH3:42])([CH3:39])[CH3:38]. (4) Given the reactants [OH:1][N:2]1[C:6](=[O:7])[C:5]2=[CH:8][CH:9]=[CH:10][CH:11]=[C:4]2[C:3]1=[O:12].Cl[CH2:14][C:15]1[N:16]([CH2:29][CH2:30][CH2:31][CH2:32][NH:33][S:34]([CH3:37])(=[O:36])=[O:35])[C:17]2[C:22]([CH3:23])=[C:21]([CH3:24])[N:20]3[N:25]=[N:26][N:27]=[C:19]3[C:18]=2[N:28]=1.C(N(CC)CC)C, predict the reaction product. The product is: [O:7]=[C:6]1[C:5]2[C:4](=[CH:11][CH:10]=[CH:9][CH:8]=2)[C:3](=[O:12])[N:2]1[O:1][CH2:14][C:15]1[N:16]([CH2:29][CH2:30][CH2:31][CH2:32][NH:33][S:34]([CH3:37])(=[O:36])=[O:35])[C:17]2[C:22]([CH3:23])=[C:21]([CH3:24])[N:20]3[N:25]=[N:26][N:27]=[C:19]3[C:18]=2[N:28]=1.